Task: Binary Classification. Given a miRNA mature sequence and a target amino acid sequence, predict their likelihood of interaction.. Dataset: Experimentally validated miRNA-target interactions with 360,000+ pairs, plus equal number of negative samples (1) The miRNA is mmu-miR-1194 with sequence GAAUGAGUAACUGCUAGAUCCU. The protein sequence of the target gene is MERRAGSRLRAWMLLLLLCPVQGRQKDSGSKWKVFLDQINRALENYEPCSSQNCSCYHGVIEEDLTPFRGGISRKMMAEVVRRKLGTHYQIIKNRLFREDDCMFPSRCSGVEHFILEVIHRLPDMEMVINVRDYPQVPKWMEPTIPVFSFSKTSEYHDIMYPAWTFWEGGPAVWPLYPTGLGRWDLFREDLLRSAAQWPWEKKNSTAYFRGSRTSPERDPLILLSRKNPKLVDAEYTKNQAWKSMKDTLGKPAAKDVHLIDHCKYRYLFNFRGVAASFRFKHLFLCGSLVFHVGDEWVEF.... Result: 0 (no interaction). (2) The miRNA is mmu-miR-7b-5p with sequence UGGAAGACUUGUGAUUUUGUUGUU. The protein sequence of the target gene is MDWGTELWDQFEVLERHTQWGLDLLDKYVKFVKERAEVEQAYAKQLRSLVKKYLPKRPTKDDPEVKFSQQQSFVQLLQEVNDFAGQRELVAESLGIRVCLELAKYSQEMKQERKMHFQEGRRAQQQLENGFKQLENSKRKFERDCREAEKAAHTAERLDQDINATKADVEKAKQQAHLRNHMAEESKNEYAAQLQRFNRDQAHFYFSQMPQIFDKLQDMDERRATRLGAGYGLLSEAELQVVPIIGKCLEGMKVAAESVDAKNDSQVLIELHKSGFARPGDLEFEDFSQVINRVPSDSSL.... Result: 1 (interaction). (3) The miRNA is mmu-miR-17-5p with sequence CAAAGUGCUUACAGUGCAGGUAG. The protein sequence of the target gene is MAAAWMAPAQESVTFEDVAVTFTQEEWGQLDVTQRALYVEVMLETCGLLVALGDSTKPETVEPIPSHLALPEEVSLQEQLAQGVPRYSYLGQAMDQDGPSEMQEYFLRPGTDPQSEKLHGKMSLEHEGLATADGICSMMIQNQVSPEDALYGFDSYGPVTDSLIHEGENSYKFEEMFNENCFLVQHEQILPRVKPYDCPECGKAFGKSKHLLQHHIIHTGEKPYKCLECGKDFNRRSHLTRHQRTHNGDKPFVCSECGRTFNRGSHLTRHQRVHSGEKPFVCNECGKAFTYRSNFVLHNK.... Result: 0 (no interaction). (4) The miRNA is hsa-miR-7156-3p with sequence CUGCAGCCACUUGGGGAACUGGU. The protein sequence of the target gene is MMDPCSVGVQLRTTNECHKTYYTRHTGFKTLQELSSNDMLLLQLRTGMTLSGNNTICFHHVKIYIDRFEDLQKSCCDPFNIHKKLAKKNLHVIDLDDATFLSAKFGRQLVPGWKLCPKCTQIINGSVDVDTEDRQKRKPESDGRTAKALRSLQFTNPGRQTEFAPETGKREKRRLTKNATAGSDRQVIPAKSKVYDSQGLLIFSGMDLCDCLDEDCLGCFYACPACGSTKCGAECRCDRKWLYEQIEIEGGEIIHNKHAG. Result: 1 (interaction). (5) The miRNA is hsa-miR-3167 with sequence AGGAUUUCAGAAAUACUGGUGU. The protein sequence of the target gene is MCYVKCARYIGYSLVWAAVFCIVANALLYFPNGETKYATEDHLSRFVWYFAGIVGGGLLMLLPAFVFIGMDEEDCCGCCGYENYGKRCSMLSSVLAALIGIVGSAYCVIVASLGLAEGPKCSDAHGVWNYTFASTEGQYLLNSSMWSKCYEPKHIVEWHVTLFSILLAFAAVEFILCLIQVINGMLGGLCGYCCSRQQQYNC. Result: 0 (no interaction). (6) The miRNA is hsa-miR-5197-5p with sequence CAAUGGCACAAACUCAUUCUUGA. The protein sequence of the target gene is MDTSPSRKYPVKKRVKIHPNTVMVKYTSHYPQPGDDGYEEINEGYGNFMEENPKKGLLSEMKKKGRAFFGTMDTLPPPTEDPMINEIGQFQSFAEKNIFQSRKMWIVLFGSALAHGCVALITRLVSDRSKVPSLELIFIRSVFQVLSVLVVCYYQEAPFGPSGYRLRLFFYGVCNVISITCAYTSFSIVPPSNGTTMWRATTTVFSAILAFLLVDEKMAYVDMATVVCSILGVCLVMIPNIVDEDNSLLNAWKEAFGYTMTVMAGLTTALSMIVYRSIKEKISMWTALFTFGWTGTIWGI.... Result: 1 (interaction).